Task: Predict which catalyst facilitates the given reaction.. Dataset: Catalyst prediction with 721,799 reactions and 888 catalyst types from USPTO (1) Reactant: [OH:1][C:2]1[CH:7]=[CH:6][C:5]([NH:8][CH:9]=[C:10]2[C:18]3[C:13](=[CH:14][CH:15]=[CH:16][CH:17]=3)[NH:12][C:11]2=[O:19])=[CH:4][CH:3]=1.C(=O)([O-])[O-].[K+].[K+].Br[CH2:27][CH2:28][CH2:29][CH2:30][Cl:31]. Product: [Cl:31][CH2:30][CH2:29][CH2:28][CH2:27][O:1][C:2]1[CH:7]=[CH:6][C:5]([NH:8][CH:9]=[C:10]2[C:18]3[C:13](=[CH:14][CH:15]=[CH:16][CH:17]=3)[NH:12][C:11]2=[O:19])=[CH:4][CH:3]=1. The catalyst class is: 3. (2) Reactant: C(N(CC)C(C)C)(C)C.CN(C(ON1N=NC2C=CC=NC1=2)=[N+](C)C)C.F[P-](F)(F)(F)(F)F.[Cl:34][C:35]1[CH:36]=[C:37]([CH:54]=[CH:55][CH:56]=1)[CH2:38][NH:39][C:40]1[N:53]=[C:43]2[C:44]([O:51][CH3:52])=[CH:45][C:46]([C:48]([OH:50])=O)=[CH:47][N:42]2[N:41]=1.[CH3:57][C:58]1([CH3:67])[CH2:63][NH:62][CH:61]([CH:64]([OH:66])[CH3:65])[CH2:60][O:59]1. Product: [Cl:34][C:35]1[CH:36]=[C:37]([CH:54]=[CH:55][CH:56]=1)[CH2:38][NH:39][C:40]1[N:53]=[C:43]2[C:44]([O:51][CH3:52])=[CH:45][C:46]([C:48]([N:62]3[CH:61]([CH:64]([OH:66])[CH3:65])[CH2:60][O:59][C:58]([CH3:57])([CH3:67])[CH2:63]3)=[O:50])=[CH:47][N:42]2[N:41]=1. The catalyst class is: 9. (3) Reactant: [C:1]([O:5][C:6]([NH:8][C@H:9]1[CH2:14][CH2:13][C@H:12]([CH2:15][C:16]([OH:18])=O)[CH2:11][CH2:10]1)=[O:7])([CH3:4])([CH3:3])[CH3:2].[F:19][C:20]([F:33])([F:32])[C:21]1[CH:22]=[C:23]([CH:25]=[C:26]([C:28]([F:31])([F:30])[F:29])[CH:27]=1)[NH2:24].C(Cl)CCl. Product: [F:19][C:20]([F:32])([F:33])[C:21]1[CH:22]=[C:23]([NH:24][C:16](=[O:18])[CH2:15][C@H:12]2[CH2:11][CH2:10][C@H:9]([NH:8][C:6](=[O:7])[O:5][C:1]([CH3:2])([CH3:3])[CH3:4])[CH2:14][CH2:13]2)[CH:25]=[C:26]([C:28]([F:29])([F:31])[F:30])[CH:27]=1. The catalyst class is: 79. (4) Reactant: [CH2:1]([N:8]1[CH2:13][CH2:12][CH2:11][CH2:10][C@@H:9]1[CH2:14][OH:15])[C:2]1[CH:7]=[CH:6][CH:5]=[CH:4][CH:3]=1.[H-].[Na+].[CH2:18]([O:20][C:21]1[CH:30]=[C:29]2[C:24]([C:25](=[O:31])[NH:26][CH:27]=[N:28]2)=[C:23](F)[CH:22]=1)[CH3:19].[Cl-].[NH4+]. Product: [CH2:1]([N:8]1[CH2:13][CH2:12][CH2:11][CH2:10][C@@H:9]1[CH2:14][O:15][C:23]1[CH:22]=[C:21]([O:20][CH2:18][CH3:19])[CH:30]=[C:29]2[C:24]=1[C:25](=[O:31])[NH:26][CH:27]=[N:28]2)[C:2]1[CH:7]=[CH:6][CH:5]=[CH:4][CH:3]=1. The catalyst class is: 9. (5) Reactant: [CH3:1][S:2]([CH2:5][CH2:6][N:7]1[C:11]2[CH:12]=[CH:13][CH:14]=[CH:15][C:10]=2[N:9]=[C:8]1[CH2:16]O)(=[O:4])=[O:3].O=S(Cl)[Cl:20]. Product: [Cl:20][CH2:16][C:8]1[N:7]([CH2:6][CH2:5][S:2]([CH3:1])(=[O:4])=[O:3])[C:11]2[CH:12]=[CH:13][CH:14]=[CH:15][C:10]=2[N:9]=1. The catalyst class is: 2. (6) Reactant: O[CH2:2][C:3]1[C:8]([CH3:9])=[C:7]([O:10][CH2:11][CH2:12][CH2:13][O:14][CH3:15])[CH:6]=[CH:5][N:4]=1.C1(C)C=CC=CC=1.S(Cl)([Cl:25])=O. Product: [Cl:25][CH2:2][C:3]1[C:8]([CH3:9])=[C:7]([O:10][CH2:11][CH2:12][CH2:13][O:14][CH3:15])[CH:6]=[CH:5][N:4]=1. The catalyst class is: 8. (7) Reactant: C1(P(C2C=CC=CC=2)C2C=CC=CC=2)C=CC=CC=1.II.C(N(CC)CC)C.[Si:29]([O:36][CH2:37][CH2:38][C@@H:39]([NH:54][C:55]1[CH:60]=[CH:59][C:58]([C:61]#[N:62])=[C:57]([Cl:63])[C:56]=1[CH3:64])[C:40]([NH:42][NH:43][C:44](=O)[C:45]1[CH:50]=[CH:49][C:48]([C:51]#[N:52])=[CH:47][CH:46]=1)=[O:41])([C:32]([CH3:35])([CH3:34])[CH3:33])([CH3:31])[CH3:30]. Product: [Si:29]([O:36][CH2:37][CH2:38][C@@H:39]([NH:54][C:55]1[CH:60]=[CH:59][C:58]([C:61]#[N:62])=[C:57]([Cl:63])[C:56]=1[CH3:64])[C:40]1[O:41][C:44]([C:45]2[CH:50]=[CH:49][C:48]([C:51]#[N:52])=[CH:47][CH:46]=2)=[N:43][N:42]=1)([C:32]([CH3:34])([CH3:33])[CH3:35])([CH3:31])[CH3:30]. The catalyst class is: 2.